From a dataset of Full USPTO retrosynthesis dataset with 1.9M reactions from patents (1976-2016). Predict the reactants needed to synthesize the given product. Given the product [Cl:1][C:2]1[CH:11]=[CH:10][C:9]2[CH2:8][CH2:7][CH2:6][CH:5]([OH:12])[C:4]=2[N+:3]=1[O-:21], predict the reactants needed to synthesize it. The reactants are: [Cl:1][C:2]1[CH:11]=[CH:10][C:9]2[CH2:8][CH2:7][CH2:6][CH:5]([OH:12])[C:4]=2[N:3]=1.ClC1C=CC=C(C(OO)=[O:21])C=1.